Regression. Given two drug SMILES strings and cell line genomic features, predict the synergy score measuring deviation from expected non-interaction effect. From a dataset of NCI-60 drug combinations with 297,098 pairs across 59 cell lines. (1) Drug 1: CN1CCC(CC1)COC2=C(C=C3C(=C2)N=CN=C3NC4=C(C=C(C=C4)Br)F)OC. Drug 2: C(CCl)NC(=O)N(CCCl)N=O. Cell line: HCT116. Synergy scores: CSS=2.51, Synergy_ZIP=-2.00, Synergy_Bliss=-2.63, Synergy_Loewe=-5.89, Synergy_HSA=-4.13. (2) Drug 1: CC12CCC(CC1=CCC3C2CCC4(C3CC=C4C5=CN=CC=C5)C)O. Drug 2: CN(C(=O)NC(C=O)C(C(C(CO)O)O)O)N=O. Cell line: MCF7. Synergy scores: CSS=4.95, Synergy_ZIP=-2.42, Synergy_Bliss=-5.70, Synergy_Loewe=-13.8, Synergy_HSA=-6.51. (3) Drug 1: COC1=CC(=CC(=C1O)OC)C2C3C(COC3=O)C(C4=CC5=C(C=C24)OCO5)OC6C(C(C7C(O6)COC(O7)C8=CC=CS8)O)O. Drug 2: CC(C)CN1C=NC2=C1C3=CC=CC=C3N=C2N. Cell line: K-562. Synergy scores: CSS=44.7, Synergy_ZIP=0.761, Synergy_Bliss=0.331, Synergy_Loewe=-12.6, Synergy_HSA=-0.639. (4) Drug 1: C1CCN(CC1)CCOC2=CC=C(C=C2)C(=O)C3=C(SC4=C3C=CC(=C4)O)C5=CC=C(C=C5)O. Drug 2: CC1CCC2CC(C(=CC=CC=CC(CC(C(=O)C(C(C(=CC(C(=O)CC(OC(=O)C3CCCCN3C(=O)C(=O)C1(O2)O)C(C)CC4CCC(C(C4)OC)OCCO)C)C)O)OC)C)C)C)OC. Cell line: EKVX. Synergy scores: CSS=17.7, Synergy_ZIP=0.972, Synergy_Bliss=-1.63, Synergy_Loewe=-19.7, Synergy_HSA=-3.99.